From a dataset of Reaction yield outcomes from USPTO patents with 853,638 reactions. Predict the reaction yield, written as a fraction of the theoretical maximum amount of product (1.0 means a 100% yield; for example, 0.34 means a 34% yield). (1) The reactants are [NH2:1][C:2]1[C:10]2[C:9]([C:11]3[CH:16]=[CH:15][C:14]([Cl:17])=[C:13]([Cl:18])[CH:12]=3)=[N:8][C:7](S(C)=O)=[N:6][C:5]=2[S:4][C:3]=1[C:22]([NH2:24])=[O:23].[NH2:25][C@@H:26]([CH2:29][CH3:30])[CH2:27][OH:28]. The catalyst is CS(C)=O. The product is [CH2:29]([C@H:26]([NH:25][C:7]1[N:8]=[C:9]([C:11]2[CH:16]=[CH:15][C:14]([Cl:17])=[C:13]([Cl:18])[CH:12]=2)[C:10]2[C:2]([NH2:1])=[C:3]([C:22]([NH2:24])=[O:23])[S:4][C:5]=2[N:6]=1)[CH2:27][OH:28])[CH3:30]. The yield is 0.0870. (2) The reactants are [NH2:1][C:2]1[N:7]=[CH:6][N:5]=[C:4]2[N:8]([CH:12]([C:14]3[C:15]([O:33][CH2:34][CH3:35])=[C:16]([CH:22]4[CH2:25][N:24]([C:26]([O:28][C:29]([CH3:32])([CH3:31])[CH3:30])=[O:27])[CH2:23]4)[C:17]([F:21])=[C:18]([Cl:20])[CH:19]=3)[CH3:13])[N:9]=[C:10](I)[C:3]=12.N1C=CC=[CH:38][CH:37]=1.C(B1OB(C=C)OB(C=C)O1)=C.ClCCl.C(=O)([O-])[O-].[K+].[K+]. The catalyst is O1CCOCC1.O.C(OCC)(=O)C.C1C=CC(P(C2C=CC=CC=2)[C-]2C=CC=C2)=CC=1.C1C=CC(P(C2C=CC=CC=2)[C-]2C=CC=C2)=CC=1.Cl[Pd]Cl.[Fe+2]. The product is [NH2:1][C:2]1[N:7]=[CH:6][N:5]=[C:4]2[N:8]([CH:12]([C:14]3[C:15]([O:33][CH2:34][CH3:35])=[C:16]([CH:22]4[CH2:25][N:24]([C:26]([O:28][C:29]([CH3:32])([CH3:31])[CH3:30])=[O:27])[CH2:23]4)[C:17]([F:21])=[C:18]([Cl:20])[CH:19]=3)[CH3:13])[N:9]=[C:10]([CH:37]=[CH2:38])[C:3]=12. The yield is 0.640.